This data is from Full USPTO retrosynthesis dataset with 1.9M reactions from patents (1976-2016). The task is: Predict the reactants needed to synthesize the given product. The reactants are: [NH2:1][C:2]1[CH:11]=[C:10]([C:12]([O:14][CH3:15])=[O:13])[CH:9]=[CH:8][C:3]=1[C:4]([O:6][CH3:7])=[O:5].S(Cl)([Cl:19])(=O)=O.C(OCC)C. Given the product [NH2:1][C:2]1[CH:11]=[C:10]([C:12]([O:14][CH3:15])=[O:13])[C:9]([Cl:19])=[CH:8][C:3]=1[C:4]([O:6][CH3:7])=[O:5], predict the reactants needed to synthesize it.